Dataset: Forward reaction prediction with 1.9M reactions from USPTO patents (1976-2016). Task: Predict the product of the given reaction. (1) Given the reactants [Cl:1][C:2]1[CH:34]=[C:33]([Cl:35])[CH:32]=[CH:31][C:3]=1[O:4][C:5]1[CH:10]=[CH:9][CH:8]=[CH:7][C:6]=1[NH:11][S:12]([C:15]1[CH:30]=[CH:29][C:18]([C:19]([N:21]2[CH2:25][CH2:24][CH2:23][C@H:22]2[C:26]([OH:28])=O)=[O:20])=[CH:17][CH:16]=1)(=[O:14])=[O:13].C(OC([N:43]1[CH2:48][CH2:47][CH:46]([CH2:49][NH2:50])[CH2:45][CH2:44]1)=O)(C)(C)C, predict the reaction product. The product is: [ClH:1].[NH:43]1[CH2:48][CH2:47][CH:46]([CH2:49][NH:50][C:26]([C@@H:22]2[CH2:23][CH2:24][CH2:25][N:21]2[C:19](=[O:20])[C:18]2[CH:17]=[CH:16][C:15]([S:12](=[O:13])(=[O:14])[NH:11][C:6]3[CH:7]=[CH:8][CH:9]=[CH:10][C:5]=3[O:4][C:3]3[CH:31]=[CH:32][C:33]([Cl:35])=[CH:34][C:2]=3[Cl:1])=[CH:30][CH:29]=2)=[O:28])[CH2:45][CH2:44]1. (2) Given the reactants [NH:1]1[CH:5]=[CH:4][N:3]=[C:2]1[C:6]([O:8][CH2:9][CH3:10])=[O:7].Br[CH2:12][CH2:13][O:14][C:15]1[CH:20]=[CH:19][CH:18]=[CH:17][CH:16]=1.C(=O)([O-])[O-].[K+].[K+].C(OCC)(=O)C, predict the reaction product. The product is: [O:14]([CH2:13][CH2:12][N:1]1[CH:5]=[CH:4][N:3]=[C:2]1[C:6]([O:8][CH2:9][CH3:10])=[O:7])[C:15]1[CH:20]=[CH:19][CH:18]=[CH:17][CH:16]=1.